This data is from Forward reaction prediction with 1.9M reactions from USPTO patents (1976-2016). The task is: Predict the product of the given reaction. (1) Given the reactants [C:1]([NH:8][C:9]1[CH:14]=[CH:13][C:12]([NH2:15])=[CH:11][CH:10]=1)([O:3]C(C)(C)C)=O.C(N(CC)CC)C.[Cl:23][C:24]1[CH:32]=[C:31]([Cl:33])[CH:30]=[CH:29][C:25]=1C(Cl)=O, predict the reaction product. The product is: [NH2:15][C:12]1[CH:11]=[CH:10][C:9]([NH:8][C:1](=[O:3])[C:30]2[CH:29]=[CH:25][C:24]([Cl:23])=[CH:32][C:31]=2[Cl:33])=[CH:14][CH:13]=1. (2) Given the reactants Br[C:2]1[CH:11]=[CH:10][C:9]([N+]([O-])=O)=[C:8]2[C:3]=1[CH:4]=[CH:5][N:6]=[CH:7]2.COS(OC)(=O)=O, predict the reaction product. The product is: [CH3:5][NH3+:6].[CH:7]1[C:8]2[C:3](=[CH:2][CH:11]=[CH:10][CH:9]=2)[CH:4]=[CH:5][N:6]=1. (3) Given the reactants [I:1][C:2]1[CH:7]=[CH:6][C:5]([CH2:8][CH2:9][NH:10][S:11]([CH3:14])(=[O:13])=[O:12])=[CH:4][CH:3]=1.[C:15](O[C:15]([O:17][C:18]([CH3:21])([CH3:20])[CH3:19])=[O:16])([O:17][C:18]([CH3:21])([CH3:20])[CH3:19])=[O:16], predict the reaction product. The product is: [C:18]([O:17][C:15]([N:10]([CH2:9][CH2:8][C:5]1[CH:4]=[CH:3][C:2]([I:1])=[CH:7][CH:6]=1)[S:11]([CH3:14])(=[O:13])=[O:12])=[O:16])([CH3:21])([CH3:20])[CH3:19]. (4) Given the reactants Br[C:2]1[NH:22][C:5]2=[N:6][CH:7]=[C:8]([CH2:10][CH2:11][C:12]3[CH:17]=[C:16]([O:18][CH3:19])[CH:15]=[C:14]([O:20][CH3:21])[CH:13]=3)[N:9]=[C:4]2[CH:3]=1.CC1(C)C(C)(C)OB([C:31]2[CH:40]=[N:39][C:34]3=[N:35][CH:36]=[CH:37][N:38]=[C:33]3[CH:32]=2)O1, predict the reaction product. The product is: [CH3:21][O:20][C:14]1[CH:13]=[C:12]([CH:17]=[C:16]([O:18][CH3:19])[CH:15]=1)[CH2:11][CH2:10][C:8]1[N:9]=[C:4]2[CH:3]=[C:2]([C:31]3[CH:40]=[N:39][C:34]4=[N:35][CH:36]=[CH:37][N:38]=[C:33]4[CH:32]=3)[NH:22][C:5]2=[N:6][CH:7]=1. (5) Given the reactants [F:1][C:2]1[CH:10]=[C:9]([C:11]2[CH:16]=[CH:15][C:14]([F:17])=[CH:13][CH:12]=2)[C:8]2[N:7]3[CH2:18][CH2:19][NH:20][C:21](=[O:22])[C:6]3=[CH:5][C:4]=2[CH:3]=1.CN(C)CCN(C)C.[F:31][C:32]([F:35])([F:34])I.O, predict the reaction product. The product is: [F:1][C:2]1[CH:10]=[C:9]([C:11]2[CH:16]=[CH:15][C:14]([F:17])=[CH:13][CH:12]=2)[C:8]2[N:7]3[CH2:18][CH2:19][NH:20][C:21](=[O:22])[C:6]3=[C:5]([C:32]([F:35])([F:34])[F:31])[C:4]=2[CH:3]=1. (6) Given the reactants [F:1][C:2]([F:13])([F:12])[C:3]1[NH:11][C:6]2=[N:7][CH:8]=[CH:9][CH:10]=[C:5]2[CH:4]=1.ClC1C=C(C=CC=1)C(OO)=[O:19].C([O-])(O)=O.[Na+], predict the reaction product. The product is: [F:13][C:2]([F:1])([F:12])[C:3]1[NH:11][C:6]2=[N+:7]([O-:19])[CH:8]=[CH:9][CH:10]=[C:5]2[CH:4]=1.